The task is: Regression. Given two drug SMILES strings and cell line genomic features, predict the synergy score measuring deviation from expected non-interaction effect.. This data is from NCI-60 drug combinations with 297,098 pairs across 59 cell lines. (1) Drug 1: C1=C(C(=O)NC(=O)N1)F. Drug 2: CC1CCC2CC(C(=CC=CC=CC(CC(C(=O)C(C(C(=CC(C(=O)CC(OC(=O)C3CCCCN3C(=O)C(=O)C1(O2)O)C(C)CC4CCC(C(C4)OC)O)C)C)O)OC)C)C)C)OC. Cell line: MDA-MB-435. Synergy scores: CSS=20.0, Synergy_ZIP=-3.15, Synergy_Bliss=-4.95, Synergy_Loewe=-1.14, Synergy_HSA=-0.628. (2) Drug 1: C1=CC=C(C=C1)NC(=O)CCCCCCC(=O)NO. Drug 2: C1CNP(=O)(OC1)N(CCCl)CCCl. Cell line: SW-620. Synergy scores: CSS=21.3, Synergy_ZIP=-2.82, Synergy_Bliss=2.59, Synergy_Loewe=-4.17, Synergy_HSA=-2.48. (3) Drug 1: C1=CN(C(=O)N=C1N)C2C(C(C(O2)CO)O)O.Cl. Drug 2: CCCCC(=O)OCC(=O)C1(CC(C2=C(C1)C(=C3C(=C2O)C(=O)C4=C(C3=O)C=CC=C4OC)O)OC5CC(C(C(O5)C)O)NC(=O)C(F)(F)F)O. Cell line: K-562. Synergy scores: CSS=44.4, Synergy_ZIP=-8.28, Synergy_Bliss=-13.5, Synergy_Loewe=-10.0, Synergy_HSA=-7.51. (4) Drug 1: CNC(=O)C1=CC=CC=C1SC2=CC3=C(C=C2)C(=NN3)C=CC4=CC=CC=N4. Drug 2: C1CCN(CC1)CCOC2=CC=C(C=C2)C(=O)C3=C(SC4=C3C=CC(=C4)O)C5=CC=C(C=C5)O. Cell line: U251. Synergy scores: CSS=16.8, Synergy_ZIP=-2.53, Synergy_Bliss=1.30, Synergy_Loewe=-3.25, Synergy_HSA=1.81. (5) Drug 1: CN1CCC(CC1)COC2=C(C=C3C(=C2)N=CN=C3NC4=C(C=C(C=C4)Br)F)OC. Drug 2: C1C(C(OC1N2C=NC(=NC2=O)N)CO)O. Cell line: SW-620. Synergy scores: CSS=34.6, Synergy_ZIP=1.59, Synergy_Bliss=2.62, Synergy_Loewe=-7.84, Synergy_HSA=3.41. (6) Drug 1: C1CCC(C1)C(CC#N)N2C=C(C=N2)C3=C4C=CNC4=NC=N3. Cell line: TK-10. Synergy scores: CSS=13.2, Synergy_ZIP=-8.69, Synergy_Bliss=-4.03, Synergy_Loewe=-8.91, Synergy_HSA=-1.97. Drug 2: COC1=CC(=CC(=C1O)OC)C2C3C(COC3=O)C(C4=CC5=C(C=C24)OCO5)OC6C(C(C7C(O6)COC(O7)C8=CC=CS8)O)O.